Dataset: Full USPTO retrosynthesis dataset with 1.9M reactions from patents (1976-2016). Task: Predict the reactants needed to synthesize the given product. (1) Given the product [NH2:8][C:9]1[CH:14]=[C:13]([CH2:15][NH:16][C:17]2[N:18]=[CH:19][S:20][C:21]=2[C:22]([NH:24][C:25]2[CH:35]=[CH:34][C:28]3[O:29][C:30]([F:32])([F:33])[O:31][C:27]=3[CH:26]=2)=[O:23])[CH:12]=[CH:11][N:10]=1, predict the reactants needed to synthesize it. The reactants are: C(OCC([NH:8][C:9]1[CH:14]=[C:13]([CH2:15][NH:16][C:17]2[N:18]=[CH:19][S:20][C:21]=2[C:22]([NH:24][C:25]2[CH:35]=[CH:34][C:28]3[O:29][C:30]([F:33])([F:32])[O:31][C:27]=3[CH:26]=2)=[O:23])[CH:12]=[CH:11][N:10]=1)=O)(=O)C.C(=O)([O-])[O-].[K+].[K+].FC1(F)OC2C=CC(NC(C3SC=NC=3NCC3C=CN=C(NC(=O)CO)C=3)=O)=CC=2O1. (2) Given the product [Br:13][C:12]1[CH:7]=[C:8]([CH2:4][CH2:3][CH2:2][CH2:1][O:5][CH2:7][CH2:8][CH2:9][CH2:10][CH2:11][CH2:12][Br:13])[CH:9]=[CH:10][CH:11]=1, predict the reactants needed to synthesize it. The reactants are: [CH2:1]([OH:5])[CH2:2][CH2:3][CH3:4].Br[CH2:7][CH2:8][CH2:9][CH2:10][CH2:11][CH2:12][Br:13].[OH-].[Na+]. (3) Given the product [Cl:1][C:2]1[CH:3]=[C:4]([C:9]2[CH:14]=[CH:13][C:12]([O:15][C:16]3[CH:17]=[CH:18][C:19]([O:22][C:23]([F:26])([F:25])[F:24])=[CH:20][CH:21]=3)=[C:11]([CH2:27][CH2:28][C:29]3[CH:30]=[CH:31][C:32]([C:33]([NH:35][CH2:36][CH2:37][C:38]([O:40][C:51]([CH3:50])([CH3:46])[CH3:57])=[O:39])=[O:34])=[CH:41][CH:42]=3)[CH:10]=2)[CH:5]=[CH:6][C:7]=1[Cl:8], predict the reactants needed to synthesize it. The reactants are: [Cl:1][C:2]1[CH:3]=[C:4]([C:9]2[CH:14]=[CH:13][C:12]([O:15][C:16]3[CH:21]=[CH:20][C:19]([O:22][C:23]([F:26])([F:25])[F:24])=[CH:18][CH:17]=3)=[C:11]([CH2:27][CH2:28][C:29]3[CH:42]=[CH:41][C:32]([C:33]([NH:35][CH2:36][CH2:37][C:38]([OH:40])=[O:39])=[O:34])=[CH:31][CH:30]=3)[CH:10]=2)[CH:5]=[CH:6][C:7]=1[Cl:8].FC(F)(F)O[C:46]1[CH:51]=[CH:50]C(B(O)O)=CC=1.[CH2:57](N(CC)CC)C. (4) Given the product [F:30][C:29]([F:32])([F:31])[S:26]([O:18][C:15]1[CH2:14][CH2:13][N:12]([CH3:11])[CH2:17][CH:16]=1)(=[O:28])=[O:27], predict the reactants needed to synthesize it. The reactants are: [Li+].C[Si]([N-][Si](C)(C)C)(C)C.[CH3:11][N:12]1[CH2:17][CH2:16][C:15](=[O:18])[CH2:14][CH2:13]1.C1(N([S:26]([C:29]([F:32])([F:31])[F:30])(=[O:28])=[O:27])[S:26]([C:29]([F:32])([F:31])[F:30])(=[O:28])=[O:27])C=CC=CC=1. (5) Given the product [CH3:1][C@H:2]1[N:7]([C:8]2[CH:13]=[CH:12][C:11]([C:14]([F:17])([F:16])[F:15])=[CH:10][N:9]=2)[CH2:6][CH2:5][N:4]([CH2:18][C:19]2[C:20]([CH:24]=[O:25])=[N:21][NH:22][CH:23]=2)[CH2:3]1, predict the reactants needed to synthesize it. The reactants are: [CH3:1][C@H:2]1[N:7]([C:8]2[CH:13]=[CH:12][C:11]([C:14]([F:17])([F:16])[F:15])=[CH:10][N:9]=2)[CH2:6][CH2:5][N:4]([CH2:18][C:19]2[C:20]([CH2:24][OH:25])=[N:21][NH:22][CH:23]=2)[CH2:3]1. (6) Given the product [CH2:19]([N:26]1[C:30]2=[N:31][CH:32]=[CH:33][C:34]([O:35][CH2:36][C:39]([O:41][CH2:42][CH3:43])=[O:40])=[C:29]2[CH:28]=[C:27]1[CH3:37])[C:20]1[CH:21]=[CH:22][CH:23]=[CH:24][CH:25]=1, predict the reactants needed to synthesize it. The reactants are: C(N1C2C=CNC(=O)C=2C=C1C)C1C=CC=CC=1.[CH2:19]([N:26]1[C:30]2=[N:31][CH:32]=[CH:33][C:34]([O:35][CH3:36])=[C:29]2[CH:28]=[C:27]1[CH3:37])[C:20]1[CH:25]=[CH:24][CH:23]=[CH:22][CH:21]=1.Cl[C:39]([O:41][CH2:42][CH3:43])=[O:40].[N-]=[N+]=[N-].[Na+].